From a dataset of Forward reaction prediction with 1.9M reactions from USPTO patents (1976-2016). Predict the product of the given reaction. (1) Given the reactants [C:1]([O:5][C:6]([N:8]1[CH2:13][CH2:12][N:11]([C:14]2[CH:19]=[CH:18][CH:17]=[CH:16][C:15]=2[O:20][CH2:21][CH2:22][N:23]2[CH2:28][CH2:27]OC[CH2:24]2)[CH2:10][CH2:9]1)=[O:7])([CH3:4])([CH3:3])[CH3:2].[C:29](OC(N1CCN(C2C=CC=CC=2O)CC1)=O)(C)(C)C.CN1CCCC(O)C1, predict the reaction product. The product is: [C:1]([O:5][C:6]([N:8]1[CH2:13][CH2:12][N:11]([C:14]2[CH:19]=[CH:18][CH:17]=[CH:16][C:15]=2[O:20][CH:21]2[CH2:29][CH2:27][CH2:28][N:23]([CH3:24])[CH2:22]2)[CH2:10][CH2:9]1)=[O:7])([CH3:2])([CH3:3])[CH3:4]. (2) Given the reactants [C:1]([C:9]1[C:10](=[O:20])[N:11]([CH3:19])[C:12](=[O:18])[N:13]([CH3:17])[C:14]=1[CH2:15]Br)(=O)[C:2]1[CH:7]=[CH:6][CH:5]=[CH:4][CH:3]=1.Cl.[CH3:22][O:23][C:24](=[O:28])[CH2:25][CH2:26][NH2:27].C(N(CC)CC)C, predict the reaction product. The product is: [CH3:17][N:13]1[C:14]2=[CH:15][N:27]([CH2:26][CH2:25][C:24]([O:23][CH3:22])=[O:28])[C:1]([C:2]3[CH:7]=[CH:6][CH:5]=[CH:4][CH:3]=3)=[C:9]2[C:10](=[O:20])[N:11]([CH3:19])[C:12]1=[O:18]. (3) Given the reactants C([O:8][C:9]1[CH:14]=[C:13]([O:15][CH2:16][CH3:17])[CH:12]=[C:11]([F:18])[C:10]=1[F:19])C1C=CC=CC=1, predict the reaction product. The product is: [CH2:16]([O:15][C:13]1[CH:12]=[C:11]([F:18])[C:10]([F:19])=[C:9]([OH:8])[CH:14]=1)[CH3:17]. (4) Given the reactants [CH2:1]([O:8][C:9]([N:11]1[CH2:16][CH2:15][CH2:14][CH:13]([CH2:17]OS(C)(=O)=O)[CH2:12]1)=[O:10])[C:2]1[CH:7]=[CH:6][CH:5]=[CH:4][CH:3]=1.[C-:23]#[N:24].[Na+].O, predict the reaction product. The product is: [CH2:1]([O:8][C:9]([N:11]1[CH2:16][CH2:15][CH2:14][CH:13]([CH2:17][C:23]#[N:24])[CH2:12]1)=[O:10])[C:2]1[CH:7]=[CH:6][CH:5]=[CH:4][CH:3]=1. (5) Given the reactants [N:1]1[CH:6]=[CH:5][CH:4]=[CH:3][C:2]=1[S:7][S:8][CH2:9][CH2:10][CH:11]([S:15]([OH:18])(=[O:17])=[O:16])[C:12]([OH:14])=[O:13].O[N:20]1[C:24](=[O:25])[CH2:23][CH2:22][C:21]1=[O:26].C(N=C=NCCCN(C)C)C, predict the reaction product. The product is: [O:26]=[C:21]1[CH2:22][CH2:23][C:24](=[O:25])[N:20]1[O:13][C:12](=[O:14])[CH:11]([S:15]([OH:18])(=[O:16])=[O:17])[CH2:10][CH2:9][S:8][S:7][C:2]1[CH:3]=[CH:4][CH:5]=[CH:6][N:1]=1. (6) Given the reactants C([O:5][C:6](=[O:25])[C:7]1[CH:12]=[CH:11][CH:10]=[C:9]([O:13][C:14]([CH3:24])([C:16](=[O:23])[NH:17][C:18]2[S:19][CH:20]=[CH:21][N:22]=2)[CH3:15])[CH:8]=1)(C)(C)C.C(O)(C(F)(F)F)=O, predict the reaction product. The product is: [CH3:24][C:14]([C:16](=[O:23])[NH:17][C:18]1[S:19][CH:20]=[CH:21][N:22]=1)([O:13][C:9]1[CH:8]=[C:7]([CH:12]=[CH:11][CH:10]=1)[C:6]([OH:25])=[O:5])[CH3:15]. (7) Given the reactants [N+:1]([C:4]1[CH:5]=[N:6][C:7]2[C:12]([C:13]=1O)=[CH:11][CH:10]=[CH:9][CH:8]=2)([O-:3])=[O:2].S(Cl)([Cl:17])=O.CN(C=O)C, predict the reaction product. The product is: [Cl:17][C:13]1[C:12]2[C:7](=[CH:8][CH:9]=[CH:10][CH:11]=2)[N:6]=[CH:5][C:4]=1[N+:1]([O-:3])=[O:2]. (8) Given the reactants [O:1]1[CH2:6][CH2:5][N:4]([C:7]2[CH:12]=[CH:11][C:10]([N:13]=[C:14]=S)=[CH:9][CH:8]=2)[CH2:3][CH2:2]1.C1(C([O-])=O)C=C(C)C=C(C)C=1.[NH2:27][N+:28]1[CH:33]=[CH:32][N:31]=[CH:30][C:29]=1[NH2:34].C(N(C(C)C)CC)(C)C.CCN=C=NCCCN(C)C.[ClH:55], predict the reaction product. The product is: [Cl:55][C:30]1[C:29]2[N:28]([N:27]=[C:14]([NH:13][C:10]3[CH:11]=[CH:12][C:7]([N:4]4[CH2:5][CH2:6][O:1][CH2:2][CH2:3]4)=[CH:8][CH:9]=3)[N:34]=2)[CH:33]=[CH:32][N:31]=1. (9) Given the reactants [S:1]1(=[O:7])(=[O:6])[CH:5]=[CH:4][CH2:3][CH2:2]1.C([Li])CCC.[CH2:13]([Sn:17](Cl)([CH2:22][CH2:23][CH2:24][CH3:25])[CH2:18][CH2:19][CH2:20][CH3:21])[CH2:14][CH2:15][CH3:16], predict the reaction product. The product is: [CH2:22]([Sn:17]([CH2:13][CH2:14][CH2:15][CH3:16])([CH2:18][CH2:19][CH2:20][CH3:21])[C:5]1[S:1](=[O:7])(=[O:6])[CH2:2][CH2:3][CH:4]=1)[CH2:23][CH2:24][CH3:25].